From a dataset of Full USPTO retrosynthesis dataset with 1.9M reactions from patents (1976-2016). Predict the reactants needed to synthesize the given product. Given the product [CH:11]#[C:12][CH2:13][NH:1][C@H:2]1[C:10]2[CH:9]=[CH:8][CH:7]=[CH:6][C:5]=2[CH2:4][CH2:3]1, predict the reactants needed to synthesize it. The reactants are: [NH2:1][CH:2]1[C:10]2[C:5](=[CH:6][CH:7]=[CH:8][CH:9]=2)[CH2:4][CH2:3]1.[CH2:11](Cl)[C:12]#[CH:13].C(=O)([O-])[O-].[K+].[K+].